Predict which catalyst facilitates the given reaction. From a dataset of Catalyst prediction with 721,799 reactions and 888 catalyst types from USPTO. (1) Reactant: C1([O:7][C:8](=O)[NH:9][CH2:10][CH:11]2[CH2:16][CH2:15][C:14]([N:23]([CH3:25])[CH3:24])([C:17]3[CH:22]=[CH:21][CH:20]=[CH:19][CH:18]=3)[CH2:13][CH2:12]2)C=CC=CC=1.[Cl:27][C:28]1[CH:29]=[C:30]2[C:34](=[CH:35][CH:36]=1)[NH:33][CH:32]=[C:31]2[CH:37]1[CH2:42][CH2:41][NH:40][CH2:39][CH2:38]1. Product: [CH3:24][N:23]([CH3:25])[C:14]1([C:17]2[CH:18]=[CH:19][CH:20]=[CH:21][CH:22]=2)[CH2:15][CH2:16][CH:11]([CH2:10][NH:9][C:8]([N:40]2[CH2:41][CH2:42][CH:37]([C:31]3[C:30]4[C:34](=[CH:35][CH:36]=[C:28]([Cl:27])[CH:29]=4)[NH:33][CH:32]=3)[CH2:38][CH2:39]2)=[O:7])[CH2:12][CH2:13]1. The catalyst class is: 12. (2) Reactant: C([O:3][C:4](=[O:22])[CH:5]([CH3:21])[CH2:6][C:7]1[N:8]([CH:18]2[CH2:20][CH2:19]2)[C:9]([C:12]2[CH:17]=[CH:16][N:15]=[CH:14][CH:13]=2)=[N:10][CH:11]=1)C.[OH-].[Na+]. Product: [CH:18]1([N:8]2[C:7]([CH2:6][CH:5]([CH3:21])[C:4]([OH:22])=[O:3])=[CH:11][N:10]=[C:9]2[C:12]2[CH:17]=[CH:16][N:15]=[CH:14][CH:13]=2)[CH2:19][CH2:20]1. The catalyst class is: 5. (3) Reactant: [NH2:1][C@@H:2]1[CH2:6][CH2:5][N:4]([C:7]2[C:16]3[C:11](=[CH:12][C:13]([CH3:17])=[CH:14][CH:15]=3)[N:10]=[C:9]([C:18]3[CH:23]=[CH:22][CH:21]=[CH:20][C:19]=3[OH:24])[N:8]=2)[CH2:3]1.C(N(CC)CC)C.Cl[C:33]([O:35][C@H:36]1[CH2:40][CH2:39][O:38][CH2:37]1)=[O:34]. Product: [OH:24][C:19]1[CH:20]=[CH:21][CH:22]=[CH:23][C:18]=1[C:9]1[N:8]=[C:7]([N:4]2[CH2:5][CH2:6][C@@H:2]([NH:1][C:33](=[O:34])[O:35][C@H:36]3[CH2:40][CH2:39][O:38][CH2:37]3)[CH2:3]2)[C:16]2[C:11](=[CH:12][C:13]([CH3:17])=[CH:14][CH:15]=2)[N:10]=1. The catalyst class is: 2. (4) Reactant: [CH2:1]([NH:3][C:4]1[C:13]([CH2:14]O)=[CH:12][C:11]2[C:6](=[CH:7][CH:8]=[C:9]([O:16][CH3:17])[CH:10]=2)[N:5]=1)[CH3:2].O=S(Cl)[Cl:20]. Product: [ClH:20].[Cl:20][CH2:14][C:13]1[C:4]([NH:3][CH2:1][CH3:2])=[N:5][C:6]2[C:11]([CH:12]=1)=[CH:10][C:9]([O:16][CH3:17])=[CH:8][CH:7]=2.[Cl:20][CH2:14][C:13]1[C:4]([NH:3][CH2:1][CH3:2])=[N:5][C:6]2[C:11]([CH:12]=1)=[CH:10][C:9]([O:16][CH3:17])=[CH:8][CH:7]=2. The catalyst class is: 2. (5) Reactant: [Cl:1][C:2]1[C:3]([C:11]([CH:13]2[CH2:18][CH2:17][CH2:16][CH2:15][CH2:14]2)=O)=[C:4]2[CH:10]=[CH:9][NH:8][C:5]2=[N:6][CH:7]=1.[NH2:19][NH2:20].CC(O)=O. Product: [Cl:1][C:2]1[C:3]([C:11]([CH:13]2[CH2:18][CH2:17][CH2:16][CH2:15][CH2:14]2)=[N:19][NH2:20])=[C:4]2[CH:10]=[CH:9][NH:8][C:5]2=[N:6][CH:7]=1. The catalyst class is: 14. (6) Reactant: [Cl:1][C:2]1[C:3]2[C:10](Br)=[CH:9][NH:8][C:4]=2[N:5]=[CH:6][N:7]=1.[Li]CCCC.[B-](F)(F)(F)[F:18].[B-](F)(F)(F)F.C1[N+]2(O)CC[N+](F)(CC2)C1.C1C=CC(S(N(S(C2C=CC=CC=2)(=O)=O)F)(=O)=O)=CC=1. Product: [Cl:1][C:2]1[C:3]2[C:10]([F:18])=[CH:9][NH:8][C:4]=2[N:5]=[CH:6][N:7]=1. The catalyst class is: 1. (7) Reactant: [C:1]([NH:5][S:6]([C:9]1(CC=C)[CH2:11][CH2:10]1)(=[O:8])=[O:7])([CH3:4])([CH3:3])[CH3:2].C(N(CC)CC)C.C([O:26][C:27](OC(OC(C)(C)C)=O)=[O:28])(C)(C)C.[Cl:37]CCl. Product: [C:1]([NH:5][C:27](=[O:26])[OH:28])([CH3:4])([CH3:3])[CH3:2].[Cl:37][CH2:11][CH2:10][CH2:9][S:6]([NH2:5])(=[O:8])=[O:7]. The catalyst class is: 142.